This data is from Forward reaction prediction with 1.9M reactions from USPTO patents (1976-2016). The task is: Predict the product of the given reaction. (1) Given the reactants Cl.[Cl:2]C1C=CC(C(C2CCNCC2)C#N)=C(F)C=1.[Cl:19][C:20]1[CH:25]=[CH:24][C:23]([CH:26]([C:40]#[N:41])[CH:27]2[CH2:32][CH2:31][N:30](C(OC(C)(C)C)=O)[CH2:29][CH2:28]2)=[CH:22][CH:21]=1, predict the reaction product. The product is: [ClH:2].[Cl:19][C:20]1[CH:25]=[CH:24][C:23]([CH:26]([CH:27]2[CH2:32][CH2:31][NH:30][CH2:29][CH2:28]2)[C:40]#[N:41])=[CH:22][CH:21]=1. (2) Given the reactants [CH3:1][O:2][C:3](=[O:21])[C:4]([CH3:20])([CH3:19])[CH2:5][CH:6]1[CH2:11][CH2:10][N:9](C(OC(C)(C)C)=O)[CH2:8][CH2:7]1.FC(F)(F)C(O)=O, predict the reaction product. The product is: [CH3:1][O:2][C:3](=[O:21])[C:4]([CH3:19])([CH3:20])[CH2:5][CH:6]1[CH2:11][CH2:10][NH:9][CH2:8][CH2:7]1. (3) The product is: [NH2:1][C:4]1[C:5]([CH3:19])=[C:6]2[C:10](=[C:11]([NH2:14])[C:12]=1[CH3:13])[C:9]([CH3:17])([CH3:18])[CH2:8][CH2:7]2. Given the reactants [N+:1]([C:4]1[C:5]([CH3:19])=[C:6]2[C:10](=[C:11]([N+:14]([O-])=O)[C:12]=1[CH3:13])[C:9]([CH3:18])([CH3:17])[CH2:8][CH2:7]2)([O-])=O.O, predict the reaction product.